From a dataset of Forward reaction prediction with 1.9M reactions from USPTO patents (1976-2016). Predict the product of the given reaction. (1) Given the reactants [NH2:1][CH:2]1[CH2:6][CH2:5][N:4]([C:7]2[CH:8]=[C:9]3[C:13](=[CH:14][CH:15]=2)[CH:12]([N:16]([CH3:18])[CH3:17])[CH2:11][CH2:10]3)[C:3]1=[O:19].N1C=CC=CC=1.[Cl:26][C:27]1[CH:28]=[C:29]2[C:34](=[CH:35][CH:36]=1)[CH:33]=[C:32]([S:37](Cl)(=[O:39])=[O:38])[CH:31]=[CH:30]2, predict the reaction product. The product is: [ClH:26].[Cl:26][C:27]1[CH:28]=[C:29]2[C:34](=[CH:35][CH:36]=1)[CH:33]=[C:32]([S:37]([NH:1][CH:2]1[CH2:6][CH2:5][N:4]([C:7]3[CH:8]=[C:9]4[C:13](=[CH:14][CH:15]=3)[CH:12]([N:16]([CH3:17])[CH3:18])[CH2:11][CH2:10]4)[C:3]1=[O:19])(=[O:39])=[O:38])[CH:31]=[CH:30]2. (2) Given the reactants C(O)(=O)C(O)=O.[CH2:7]([N:14]1[C:17]2([CH2:20][NH:19][CH2:18]2)[CH2:16][CH2:15]1)[C:8]1[CH:13]=[CH:12][CH:11]=[CH:10][CH:9]=1.C(N(CC)CC)C.[CH3:28][C:29]([O:32][C:33](O[C:33]([O:32][C:29]([CH3:31])([CH3:30])[CH3:28])=[O:34])=[O:34])([CH3:31])[CH3:30], predict the reaction product. The product is: [CH2:7]([N:14]1[C:17]2([CH2:18][N:19]([C:33]([O:32][C:29]([CH3:31])([CH3:30])[CH3:28])=[O:34])[CH2:20]2)[CH2:16][CH2:15]1)[C:8]1[CH:13]=[CH:12][CH:11]=[CH:10][CH:9]=1. (3) Given the reactants [CH3:1][O:2][C:3]1[CH:33]=[CH:32][C:6]([C:7]([O:22][CH2:23][C:24]2[CH:25]=[C:26]([CH:29]=[CH:30][CH:31]=2)[CH2:27][NH2:28])([C:16]2[CH:21]=[CH:20][CH:19]=[CH:18][CH:17]=2)[C:8]2[CH:13]=[CH:12][C:11]([O:14][CH3:15])=[CH:10][CH:9]=2)=[CH:5][CH:4]=1.[C:34](=S)=[S:35].C(N(CC)CC)C.C(OC(OC(C)(C)C)=O)(OC(C)(C)C)=O, predict the reaction product. The product is: [CH3:15][O:14][C:11]1[CH:10]=[CH:9][C:8]([C:7]([O:22][CH2:23][C:24]2[CH:25]=[C:26]([CH:29]=[CH:30][CH:31]=2)[CH2:27][N:28]=[C:34]=[S:35])([C:16]2[CH:21]=[CH:20][CH:19]=[CH:18][CH:17]=2)[C:6]2[CH:5]=[CH:4][C:3]([O:2][CH3:1])=[CH:33][CH:32]=2)=[CH:13][CH:12]=1.